The task is: Predict the reaction yield, written as a fraction of the theoretical maximum amount of product (1.0 means a 100% yield; for example, 0.34 means a 34% yield).. This data is from Reaction yield outcomes from USPTO patents with 853,638 reactions. (1) The reactants are [CH3:1][C:2]1[C:6]2[N:7]=[C:8]([Sn](CCCC)(CCCC)CCCC)[N:9]=[C:10]([N:11]3[CH2:16][CH2:15][O:14][CH2:13][CH2:12]3)[C:5]=2[S:4][C:3]=1[CH2:30][N:31]1[CH2:36][CH2:35][N:34]([C:37]([CH3:42])([CH3:41])[C:38]([NH2:40])=[O:39])[CH2:33][CH2:32]1.C(OC([N:50]1[C:54]2=[N:55][CH:56]=[CH:57][C:58](Br)=[C:53]2[CH:52]=[CH:51]1)=O)(C)(C)C. The catalyst is C1(C)C=CC=CC=1.[Cu]I. The product is [CH3:42][C:37]([N:34]1[CH2:35][CH2:36][N:31]([CH2:30][C:3]2[S:4][C:5]3[C:10]([N:11]4[CH2:16][CH2:15][O:14][CH2:13][CH2:12]4)=[N:9][C:8]([C:58]4[CH:57]=[CH:56][N:55]=[C:54]5[NH:50][CH:51]=[CH:52][C:53]=45)=[N:7][C:6]=3[C:2]=2[CH3:1])[CH2:32][CH2:33]1)([CH3:41])[C:38]([NH2:40])=[O:39]. The yield is 0.240. (2) The reactants are Br[C:2]1[CH:7]=[CH:6][C:5]([C:8]2[CH:13]=[CH:12][C:11]([N:14]3[C:26]4[CH:25]=[C:24]5[C:27]([CH3:35])([CH3:34])[C:28]6[C:33]([C:23]5=[CH:22][C:21]=4[C:20]4[C:15]3=[CH:16][CH:17]=[CH:18][CH:19]=4)=[CH:32][CH:31]=[CH:30][CH:29]=6)=[CH:10][CH:9]=2)=[CH:4][CH:3]=1.[C:36]1([C:55]2[CH:60]=[CH:59][CH:58]=[CH:57][CH:56]=2)[CH:41]=[CH:40][C:39]([NH:42][C:43]2[CH:48]=[CH:47][C:46]([C:49]3[CH:54]=[CH:53][CH:52]=[CH:51][CH:50]=3)=[CH:45][CH:44]=2)=[CH:38][CH:37]=1.C(P(C(C)(C)C)C(C)(C)C)(C)(C)C.CC([O-])(C)C.[Na+]. The catalyst is C1(C)C=CC=CC=1.CC([O-])=O.CC([O-])=O.[Pd+2]. The product is [C:46]1([C:49]2[CH:50]=[CH:51][CH:52]=[CH:53][CH:54]=2)[CH:45]=[CH:44][C:43]([N:42]([C:39]2[CH:40]=[CH:41][C:36]([C:55]3[CH:60]=[CH:59][CH:58]=[CH:57][CH:56]=3)=[CH:37][CH:38]=2)[C:2]2[CH:7]=[CH:6][C:5]([C:8]3[CH:13]=[CH:12][C:11]([N:14]4[C:26]5[CH:25]=[C:24]6[C:27]([CH3:35])([CH3:34])[C:28]7[C:33]([C:23]6=[CH:22][C:21]=5[C:20]5[C:15]4=[CH:16][CH:17]=[CH:18][CH:19]=5)=[CH:32][CH:31]=[CH:30][CH:29]=7)=[CH:10][CH:9]=3)=[CH:4][CH:3]=2)=[CH:48][CH:47]=1. The yield is 0.460. (3) The reactants are [CH3:1][C:2]1([CH3:15])[CH2:11][CH2:10][C:9]([CH3:13])([CH3:12])[C:8]2[CH:7]=[C:6]([NH2:14])[CH:5]=[CH:4][C:3]1=2.[CH2:16]([O:18][CH2:19][C:20](O)=[O:21])[CH3:17].CN(C1C=CC=CN=1)C.C1(N=C=NC2CCCCC2)CCCCC1. The catalyst is ClCCl.O. The product is [CH2:16]([O:18][CH2:19][C:20]([NH:14][C:6]1[CH:5]=[CH:4][C:3]2[C:2]([CH3:15])([CH3:1])[CH2:11][CH2:10][C:9]([CH3:13])([CH3:12])[C:8]=2[CH:7]=1)=[O:21])[CH3:17]. The yield is 0.950. (4) The reactants are [OH:1][C@H:2]1[C:10]2[C:5](=[CH:6][CH:7]=[CH:8][CH:9]=2)[CH2:4][C@:3]1([CH2:20][C:21]1[CH:30]=[CH:29][C:24]([C:25]([O:27][CH3:28])=[O:26])=[CH:23][CH:22]=1)[C:11]1[CH2:12][C:13]2[C:18]([CH:19]=1)=[CH:17][CH:16]=[CH:15][CH:14]=2.C1CCC(N=C=NC2CCCCC2)CC1.C([NH:63][C@H:64]([C:69](O)=[O:70])[CH2:65][CH:66]([CH3:68])[CH3:67])(OCC1C2C(=CC=CC=2)C2C1=CC=CC=2)=O. The catalyst is CN(C1C=CN=CC=1)C.C(OCC)(=O)C. The product is [NH2:63][C@@H:64]([CH2:65][CH:66]([CH3:68])[CH3:67])[C:69]([O:1][C@H:2]1[C:10]2[C:5](=[CH:6][CH:7]=[CH:8][CH:9]=2)[CH2:4][C@:3]1([CH2:20][C:21]1[CH:30]=[CH:29][C:24]([C:25]([O:27][CH3:28])=[O:26])=[CH:23][CH:22]=1)[C:11]1[CH2:12][C:13]2[C:18]([CH:19]=1)=[CH:17][CH:16]=[CH:15][CH:14]=2)=[O:70]. The yield is 0.660. (5) The reactants are [CH:1]1(B(O)O)[CH2:3][CH2:2]1.N#N.Br[C:10]1[C:11]([NH:17][C:18]2[CH:27]=[CH:26][CH:25]=[CH:24][C:19]=2[C:20]([NH:22][CH3:23])=[O:21])=[CH:12][C:13]([Cl:16])=[N:14][CH:15]=1.[O-]P([O-])([O-])=O.[K+].[K+].[K+]. The catalyst is C1(C)C=CC=CC=1.O.C1C=CC([P]([Pd]([P](C2C=CC=CC=2)(C2C=CC=CC=2)C2C=CC=CC=2)([P](C2C=CC=CC=2)(C2C=CC=CC=2)C2C=CC=CC=2)[P](C2C=CC=CC=2)(C2C=CC=CC=2)C2C=CC=CC=2)(C2C=CC=CC=2)C2C=CC=CC=2)=CC=1. The product is [Cl:16][C:13]1[CH:12]=[C:11]([NH:17][C:18]2[CH:27]=[CH:26][CH:25]=[CH:24][C:19]=2[C:20]([NH:22][CH3:23])=[O:21])[C:10]([CH:1]2[CH2:3][CH2:2]2)=[CH:15][N:14]=1. The yield is 0.540. (6) The reactants are [CH3:1][O:2][CH2:3][CH:4]([CH2:35][O:36][CH3:37])[O:5][C:6]1[CH:7]=[C:8]([O:24][C:25]2[CH:26]=[N:27][C:28]([S:31]([CH3:34])(=[O:33])=[O:32])=[CH:29][CH:30]=2)[CH:9]=[C:10]2[C:14]=1[NH:13][C:12]([C:15]1[S:16][CH:17]([CH2:20][C:21](O)=[O:22])[CH2:18][N:19]=1)=[CH:11]2.Cl.C([N:41]=C=NCCCN(C)C)C.ON1C2C=CC=CC=2N=N1.[OH-].[NH4+]. The catalyst is CN(C)C=O. The product is [CH3:37][O:36][CH2:35][CH:4]([CH2:3][O:2][CH3:1])[O:5][C:6]1[CH:7]=[C:8]([O:24][C:25]2[CH:26]=[N:27][C:28]([S:31]([CH3:34])(=[O:32])=[O:33])=[CH:29][CH:30]=2)[CH:9]=[C:10]2[C:14]=1[NH:13][C:12]([C:15]1[S:16][CH:17]([CH2:20][C:21]([NH2:41])=[O:22])[CH2:18][N:19]=1)=[CH:11]2. The yield is 0.740. (7) The reactants are [CH3:1][N:2]([CH3:18])[CH2:3][C:4]1[CH:9]=[CH:8][C:7](OC(F)(F)F)=[C:6]([N+:15]([O-:17])=[O:16])[CH:5]=1.[NH:19]1[CH2:23][CH2:22][CH2:21][CH2:20]1.C(N(CC)C(C)C)(C)C.C(=O)([O-])O.[Na+]. The catalyst is CN(C=O)C. The product is [CH3:1][N:2]([CH3:18])[CH2:3][C:4]1[CH:9]=[CH:8][C:7]([N:19]2[CH2:23][CH2:22][CH2:21][CH2:20]2)=[C:6]([N+:15]([O-:17])=[O:16])[CH:5]=1. The yield is 0.390. (8) The reactants are Br[C:2]1[CH:7]=[C:6]([N+:8]([O-:10])=[O:9])[CH:5]=[CH:4][C:3]=1[F:11].[CH3:12][S:13][C:14]1[CH:19]=[CH:18][CH:17]=[CH:16][C:15]=1B(O)O.[F-].[K+].C(P(C(C)(C)C)C(C)(C)C)(C)(C)C. The catalyst is O1CCCC1.O1CCOCC1.C1C=CC(/C=C/C(/C=C/C2C=CC=CC=2)=O)=CC=1.C1C=CC(/C=C/C(/C=C/C2C=CC=CC=2)=O)=CC=1.C1C=CC(/C=C/C(/C=C/C2C=CC=CC=2)=O)=CC=1.[Pd].[Pd]. The product is [F:11][C:3]1[CH:4]=[CH:5][C:6]([N+:8]([O-:10])=[O:9])=[CH:7][C:2]=1[C:15]1[CH:16]=[CH:17][CH:18]=[CH:19][C:14]=1[S:13][CH3:12]. The yield is 0.990. (9) The reactants are C[Si]([C:5]#[N:6])(C)C.[CH3:7]N(C)C(Cl)=O.C[C:14]1[CH:22]=[N+:21]([O-])[CH:20]=[CH:19][C:15]=1[C:16]([O-:18])=[O:17]. The catalyst is C(Cl)Cl. The product is [C:5]([C:20]1[CH:19]=[C:15]([CH:14]=[CH:22][N:21]=1)[C:16]([O:18][CH3:7])=[O:17])#[N:6]. The yield is 0.330.